This data is from Peptide-MHC class II binding affinity with 134,281 pairs from IEDB. The task is: Regression. Given a peptide amino acid sequence and an MHC pseudo amino acid sequence, predict their binding affinity value. This is MHC class II binding data. (1) The peptide sequence is EKKYFAAYQFEPLAA. The MHC is HLA-DPA10103-DPB10401 with pseudo-sequence HLA-DPA10103-DPB10401. The binding affinity (normalized) is 0.897. (2) The peptide sequence is EQQWNFAGIEAAASA. The MHC is HLA-DPA10201-DPB10501 with pseudo-sequence HLA-DPA10201-DPB10501. The binding affinity (normalized) is 0.0678. (3) The peptide sequence is YDKFLANVTTVLTGK. The MHC is DRB1_0401 with pseudo-sequence DRB1_0401. The binding affinity (normalized) is 0.189. (4) The peptide sequence is EKIYFAATQFEPLAA. The MHC is HLA-DQA10101-DQB10501 with pseudo-sequence HLA-DQA10101-DQB10501. The binding affinity (normalized) is 0.522.